From a dataset of Reaction yield outcomes from USPTO patents with 853,638 reactions. Predict the reaction yield, written as a fraction of the theoretical maximum amount of product (1.0 means a 100% yield; for example, 0.34 means a 34% yield). (1) The reactants are Br[C:2]1[CH:7]=[CH:6][C:5]([N:8]2[C:12]([C:13]3[CH:18]=[CH:17][C:16]([O:19][CH3:20])=[C:15]([O:21][C@@H:22]4[CH2:26][CH2:25][O:24][CH2:23]4)[CH:14]=3)=[CH:11][CH:10]=[N:9]2)=[CH:4][CH:3]=1.C(=O)([O-])[O-].[Na+].[Na+].COCCOC.[CH3:39][O:40][C:41]1[CH:46]=[CH:45][C:44](B(O)O)=[CH:43][N:42]=1. The catalyst is Cl[Pd](Cl)([P](C1C=CC=CC=1)(C1C=CC=CC=1)C1C=CC=CC=1)[P](C1C=CC=CC=1)(C1C=CC=CC=1)C1C=CC=CC=1.C(OCC)(=O)C.O.C(O)C. The product is [CH3:39][O:40][C:41]1[CH:46]=[CH:45][C:44]([C:2]2[CH:7]=[CH:6][C:5]([N:8]3[C:12]([C:13]4[CH:18]=[CH:17][C:16]([O:19][CH3:20])=[C:15]([O:21][C@@H:22]5[CH2:26][CH2:25][O:24][CH2:23]5)[CH:14]=4)=[CH:11][CH:10]=[N:9]3)=[CH:4][CH:3]=2)=[CH:43][N:42]=1. The yield is 0.820. (2) The reactants are [Cl:1][C:2]1[CH:18]=[CH:17][C:5]2[CH2:6][CH2:7][N:8]([C:11](=[O:16])[C:12]([F:15])([F:14])[F:13])[CH2:9][CH2:10][C:4]=2[C:3]=1OS(C(F)(F)F)(=O)=O.[NH2:27][CH2:28][C:29]1[CH:30]=[CH:31][C:32]([NH:35][CH:36]2[CH2:41][CH2:40][CH2:39][CH2:38][CH2:37]2)=[N:33][CH:34]=1. The catalyst is C1(C)C=CC=CC=1. The product is [Cl:1][C:2]1[CH:18]=[CH:17][C:5]2[CH2:6][CH2:7][N:8]([C:11](=[O:16])[C:12]([F:15])([F:14])[F:13])[CH2:9][CH2:10][C:4]=2[C:3]=1[NH:27][CH2:28][C:29]1[CH:34]=[N:33][C:32]([NH:35][CH:36]2[CH2:37][CH2:38][CH2:39][CH2:40][CH2:41]2)=[CH:31][CH:30]=1. The yield is 0.580. (3) No catalyst specified. The reactants are [O:1]=[C:2]([NH:10][C:11]1[CH:16]=[CH:15][C:14]([CH2:17][N:18]2[C:27]3[C:22](=[CH:23][CH:24]=[CH:25][CH:26]=3)[NH:21][C:20](=[O:28])[C@@H:19]2[CH2:29][C:30]2S[CH:32]=[CH:33][CH:34]=2)=[CH:13][CH:12]=1)[CH2:3][S:4]CC(OC)=O.[N+](C1C=CC=CC=1N[C@@H:45]([CH2:50]C1SC=CC=1)[C:46]([O:48][CH3:49])=[O:47])([O-])=O.[CH:56]([C:58]1C=CC(NC(=O)CSCCC(OC)=O)=CC=1)=O. The product is [CH2:29]([C@H:19]1[C:20](=[O:28])[NH:21][C:22]2[C:27](=[CH:26][CH:25]=[CH:24][CH:23]=2)[N:18]1[CH2:17][C:14]1[CH:13]=[CH:12][C:11]([NH:10][C:2](=[O:1])[CH2:3][S:4][CH2:50][CH2:45][C:46]([O:48][CH3:49])=[O:47])=[CH:16][CH:15]=1)[C:30]1[CH:58]=[CH:56][CH:32]=[CH:33][CH:34]=1. The yield is 0.360. (4) The reactants are [CH3:1][O:2][C:3](=[O:64])[NH:4][CH:5]([C:9]([N:11]1[CH2:15][CH2:14][CH2:13][CH:12]1[C:16]1[NH:17][C:18]([C:21]2[CH:30]=[CH:29][C:28]3[C:23](=[CH:24][CH:25]=[C:26]([C:31]4[CH:36]=[CH:35][C:34]([C:37]5[NH:38][C:39]([CH:42]6[CH2:46][CH2:45][CH2:44][N:43]6[C:47](=[O:63])[CH:48]([NH:55][C:56]([O:58][C:59](C)(C)C)=[O:57])[C:49]6[CH:54]=[CH:53][CH:52]=[CH:51][CH:50]=6)=[N:40][CH:41]=5)=[CH:33][CH:32]=4)[CH:27]=3)[CH:22]=2)=[CH:19][N:20]=1)=[O:10])[CH:6]([CH3:8])[CH3:7].[CH3:65]OC(NC(C1C=C(C)C=CC=1)C(O)=O)=O. No catalyst specified. The product is [CH3:1][O:2][C:3](=[O:64])[NH:4][CH:5]([C:9]([N:11]1[CH2:15][CH2:14][CH2:13][CH:12]1[C:16]1[NH:17][C:18]([C:21]2[CH:30]=[CH:29][C:28]3[C:23](=[CH:24][CH:25]=[C:26]([C:31]4[CH:32]=[CH:33][C:34]([C:37]5[NH:38][C:39]([CH:42]6[CH2:46][CH2:45][CH2:44][N:43]6[C:47](=[O:63])[CH:48]([NH:55][C:56]([O:58][CH3:59])=[O:57])[C:49]6[CH:50]=[C:51]([CH3:65])[CH:52]=[CH:53][CH:54]=6)=[N:40][CH:41]=5)=[CH:35][CH:36]=4)[CH:27]=3)[CH:22]=2)=[CH:19][N:20]=1)=[O:10])[CH:6]([CH3:8])[CH3:7]. The yield is 0.340. (5) The reactants are Br[C:2]1[C:3]([NH2:22])=[N:4][CH:5]=[C:6]([C:8]2[CH:13]=[CH:12][C:11]([O:14][Si:15]([C:18]([CH3:21])([CH3:20])[CH3:19])([CH3:17])[CH3:16])=[CH:10][CH:9]=2)[N:7]=1.[C:23]1([C:29]#[CH:30])[CH:28]=[CH:27][CH:26]=[CH:25][CH:24]=1.O. The catalyst is C(NCC)C.[Cu]I.Cl[Pd](Cl)([P](C1C=CC=CC=1)(C1C=CC=CC=1)C1C=CC=CC=1)[P](C1C=CC=CC=1)(C1C=CC=CC=1)C1C=CC=CC=1. The product is [Si:15]([O:14][C:11]1[CH:12]=[CH:13][C:8]([C:6]2[N:7]=[C:2]([C:30]#[C:29][C:23]3[CH:28]=[CH:27][CH:26]=[CH:25][CH:24]=3)[C:3]([NH2:22])=[N:4][CH:5]=2)=[CH:9][CH:10]=1)([C:18]([CH3:21])([CH3:20])[CH3:19])([CH3:17])[CH3:16]. The yield is 0.986. (6) The reactants are [Br:1][C:2]1[CH:7]=[C:6]([Cl:8])[C:5]([OH:9])=[C:4]([Cl:10])[CH:3]=1.[C:11]([O-])([O-])=O.[K+].[K+].CI. The catalyst is CN(C=O)C. The product is [Br:1][C:2]1[CH:7]=[C:6]([Cl:8])[C:5]([O:9][CH3:11])=[C:4]([Cl:10])[CH:3]=1. The yield is 0.849.